From a dataset of Catalyst prediction with 721,799 reactions and 888 catalyst types from USPTO. Predict which catalyst facilitates the given reaction. (1) Reactant: [NH:1]1[CH2:5][CH2:4][CH2:3][C@H:2]1[C:6]([O:8]C(C)(C)C)=[O:7].C([O-])([O-])=O.[Na+].[Na+].[CH3:19][C:20]([O:23][C:24](O[C:24]([O:23][C:20]([CH3:22])([CH3:21])[CH3:19])=[O:25])=[O:25])([CH3:22])[CH3:21]. Product: [C:20]([O:23][C:24]([N:1]1[CH2:5][CH2:4][CH2:3][C@H:2]1[C:6]([OH:8])=[O:7])=[O:25])([CH3:22])([CH3:21])[CH3:19]. The catalyst class is: 20. (2) Reactant: C([O:4][C:5]1[CH:6]=[C:7]2[C:12](=[CH:13][CH:14]=1)[N:11]=[CH:10][N:9]=[C:8]2[NH:15][C:16]1[CH:21]=[CH:20][C:19]([F:22])=[C:18]([Cl:23])[CH:17]=1)(=O)C.O.[OH-].[Li+].O.C(O)(=O)C. Product: [Cl:23][C:18]1[CH:17]=[C:16]([NH:15][C:8]2[C:7]3[C:12](=[CH:13][CH:14]=[C:5]([OH:4])[CH:6]=3)[N:11]=[CH:10][N:9]=2)[CH:21]=[CH:20][C:19]=1[F:22]. The catalyst class is: 5. (3) Reactant: C(OC([NH:8][C:9]1[CH:14]=[CH:13][CH:12]=[C:11]([O:15][CH3:16])[C:10]=1[C:17](=[O:23])[C:18](OCC)=[O:19])=O)(C)(C)C. Product: [CH3:16][O:15][C:11]1[CH:12]=[CH:13][CH:14]=[C:9]2[C:10]=1[C:17](=[O:23])[C:18](=[O:19])[NH:8]2. The catalyst class is: 82.